This data is from Full USPTO retrosynthesis dataset with 1.9M reactions from patents (1976-2016). The task is: Predict the reactants needed to synthesize the given product. (1) Given the product [Br:1][C:2]1[CH:7]=[C:6]([OH:20])[CH:5]=[C:4]([CH:9]2[O:13][CH2:12][CH2:11][O:10]2)[CH:3]=1, predict the reactants needed to synthesize it. The reactants are: [Br:1][C:2]1[CH:3]=[C:4]([CH:9]2[O:13][CH2:12][CH2:11][O:10]2)[CH:5]=[C:6](Br)[CH:7]=1.[Li]CCCC.B(OC)(OC)[O:20]C.C(O)(=O)C.OO.O. (2) Given the product [Cl:1][C:2]1[N:7]=[CH:6][C:5]([C:8]([NH:11][C:12]2[CH:13]=[C:14]([CH:30]=[CH:31][C:32]=2[CH3:33])[C:15]([NH:17][C:18]2[CH:23]=[CH:22][CH:21]=[C:20]([N:24]3[CH2:25][CH2:26][O:27][CH2:28][CH2:29]3)[CH:19]=2)=[O:16])=[O:9])=[CH:4][CH:3]=1, predict the reactants needed to synthesize it. The reactants are: [Cl:1][C:2]1[N:7]=[CH:6][C:5]([C:8](Cl)=[O:9])=[CH:4][CH:3]=1.[NH2:11][C:12]1[CH:13]=[C:14]([CH:30]=[CH:31][C:32]=1[CH3:33])[C:15]([NH:17][C:18]1[CH:23]=[CH:22][CH:21]=[C:20]([N:24]2[CH2:29][CH2:28][O:27][CH2:26][CH2:25]2)[CH:19]=1)=[O:16]. (3) Given the product [CH2:26]([N:27]1[C:4]([NH2:5])=[CH:3][C:2]([C:6]2[CH:11]=[CH:10][CH:9]=[CH:8][N:7]=2)=[N:28]1)[CH2:25][C:22]1[CH:23]=[CH:24][CH:19]=[CH:20][CH:21]=1, predict the reactants needed to synthesize it. The reactants are: O=[C:2]([C:6]1[CH:11]=[CH:10][CH:9]=[CH:8][N:7]=1)[CH2:3][C:4]#[N:5].C(N(CC)CC)C.[CH:19]1[CH:24]=[CH:23][C:22]([CH2:25][CH2:26][NH:27][NH2:28])=[CH:21][CH:20]=1.OS(O)(=O)=O.C(Cl)Cl.CO.